From a dataset of Catalyst prediction with 721,799 reactions and 888 catalyst types from USPTO. Predict which catalyst facilitates the given reaction. (1) Reactant: CC([N:5]([CH2:9][CH:10]([NH:18][C:19]([C:21]1[S:22][CH:23]=[C:24]([C:28]2[N:32]([CH3:33])[N:31]=[CH:30][CH:29]=2)[C:25]=1[O:26][CH3:27])=[O:20])[CH2:11][C:12]1[CH:17]=[CH:16][CH:15]=[CH:14][CH:13]=1)C(=O)[O-])(C)C. Product: [NH2:5][CH2:9][CH:10]([NH:18][C:19]([C:21]1[S:22][CH:23]=[C:24]([C:28]2[N:32]([CH3:33])[N:31]=[CH:30][CH:29]=2)[C:25]=1[O:26][CH3:27])=[O:20])[CH2:11][C:12]1[CH:13]=[CH:14][CH:15]=[CH:16][CH:17]=1. The catalyst class is: 137. (2) Reactant: [OH:1][C:2]1[CH:3]=[C:4]2[C:9](=[CH:10][C:11]=1[O:12][CH3:13])[C:8]([CH2:14][C:15]1[CH:20]=[CH:19][CH:18]=[C:17]([O:21][CH2:22][CH3:23])[CH:16]=1)=[N:7][CH:6]=[C:5]2[CH:24]=[O:25].C(=O)([O-])[O-].[K+].[K+].Br[CH2:33][CH2:34][OH:35]. Product: [CH2:22]([O:21][C:17]1[CH:16]=[C:15]([CH:20]=[CH:19][CH:18]=1)[CH2:14][C:8]1[C:9]2[C:4](=[CH:3][C:2]([O:1][CH2:33][CH2:34][OH:35])=[C:11]([O:12][CH3:13])[CH:10]=2)[C:5]([CH:24]=[O:25])=[CH:6][N:7]=1)[CH3:23]. The catalyst class is: 9. (3) Reactant: CCCC[N+](CCCC)(CCCC)CCCC.[F-].[Si]([O:26][CH2:27][CH2:28][C:29]1[C:30]([F:57])=[C:31]([CH:54]=[CH:55][CH:56]=1)[CH2:32][N:33]1[CH2:53][CH2:52][C:36]2([O:41][CH2:40][CH2:39][N:38]([C:42]([C:44]3[N:45]=[C:46]([CH:49]([CH3:51])[CH3:50])[S:47][CH:48]=3)=[O:43])[CH2:37]2)[CH2:35][CH2:34]1)(C(C)(C)C)(C)C. Product: [F:57][C:30]1[C:29]([CH2:28][CH2:27][OH:26])=[CH:56][CH:55]=[CH:54][C:31]=1[CH2:32][N:33]1[CH2:34][CH2:35][C:36]2([O:41][CH2:40][CH2:39][N:38]([C:42]([C:44]3[N:45]=[C:46]([CH:49]([CH3:51])[CH3:50])[S:47][CH:48]=3)=[O:43])[CH2:37]2)[CH2:52][CH2:53]1. The catalyst class is: 1. (4) Reactant: [Cl:1][C:2]1[S:6][C:5]([C:7]([NH:9][CH2:10][C:11]2[N:12]=[CH:13][N:14]([C:16]3[CH:21]=[CH:20][C:19](I)=[CH:18][CH:17]=3)[CH:15]=2)=[O:8])=[CH:4][CH:3]=1.[NH:23]1[CH:30]=[CH:29][C:27](=[O:28])[NH:26][C:24]1=[O:25].OC1C=CC=C2C=1N=CC=C2.C([O-])([O-])=O.[K+].[K+]. Product: [Cl:1][C:2]1[S:6][C:5]([C:7]([NH:9][CH2:10][C:11]2[N:12]=[CH:13][N:14]([C:16]3[CH:21]=[CH:20][C:19]([N:23]4[CH:30]=[CH:29][C:27](=[O:28])[NH:26][C:24]4=[O:25])=[CH:18][CH:17]=3)[CH:15]=2)=[O:8])=[CH:4][CH:3]=1. The catalyst class is: 156. (5) Reactant: C(O[C:6]([NH:8][C:9]1([CH2:15][C:16]([OH:18])=O)[CH2:14][CH2:13][O:12][CH2:11][CH2:10]1)=[O:7])(C)(C)C.[Cl:19][C:20]1[CH:25]=[CH:24][C:23]([C@@:26]2([OH:34])[CH2:31][CH2:30][NH:29][CH2:28][C:27]2([CH3:33])[CH3:32])=[CH:22][CH:21]=1.C(N(C(C)C)CC)(C)C.F[P-](F)(F)(F)(F)F.N1(O[P+](N(C)C)(N(C)C)N(C)C)[C:55]2[CH:56]=[CH:57][CH:58]=[CH:59][C:54]=2N=N1. Product: [Cl:19][C:20]1[CH:25]=[CH:24][C:23]([C@@:26]2([OH:34])[CH2:31][CH2:30][N:29]([C:16](=[O:18])[CH2:15][C:9]3([NH:8][C:6](=[O:7])[C:54]4[CH:59]=[CH:58][CH:57]=[CH:56][CH:55]=4)[CH2:10][CH2:11][O:12][CH2:13][CH2:14]3)[CH2:28][C:27]2([CH3:32])[CH3:33])=[CH:22][CH:21]=1. The catalyst class is: 3.